Dataset: Catalyst prediction with 721,799 reactions and 888 catalyst types from USPTO. Task: Predict which catalyst facilitates the given reaction. Reactant: Cl.[CH2:2]1[C@@H:6]2[CH2:7][NH:8][CH2:9][C@@H:5]2[CH2:4][N:3]1[C:10]([O:12][CH2:13][C:14]1[CH:19]=[C:18]([Cl:20])[CH:17]=[C:16]([Cl:21])[CH:15]=1)=[O:11].N1C=CC=CC=1.[Cl:28][C:29](Cl)([O:31]C(=O)OC(Cl)(Cl)Cl)Cl. Product: [Cl:28][C:29]([N:8]1[CH2:7][C@H:6]2[CH2:2][N:3]([C:10]([O:12][CH2:13][C:14]3[CH:19]=[C:18]([Cl:20])[CH:17]=[C:16]([Cl:21])[CH:15]=3)=[O:11])[CH2:4][C@H:5]2[CH2:9]1)=[O:31]. The catalyst class is: 4.